Dataset: Merck oncology drug combination screen with 23,052 pairs across 39 cell lines. Task: Regression. Given two drug SMILES strings and cell line genomic features, predict the synergy score measuring deviation from expected non-interaction effect. (1) Drug 1: NC(=O)c1cccc2cn(-c3ccc(C4CCCNC4)cc3)nc12. Drug 2: CC1(c2nc3c(C(N)=O)cccc3[nH]2)CCCN1. Cell line: OCUBM. Synergy scores: synergy=10.9. (2) Drug 1: Cn1nnc2c(C(N)=O)ncn2c1=O. Drug 2: CC(C)CC(NC(=O)C(Cc1ccccc1)NC(=O)c1cnccn1)B(O)O. Cell line: T47D. Synergy scores: synergy=-20.8. (3) Drug 1: CN1C(=O)C=CC2(C)C3CCC4(C)C(NC(=O)OCC(F)(F)F)CCC4C3CCC12. Drug 2: CNC(=O)c1cc(Oc2ccc(NC(=O)Nc3ccc(Cl)c(C(F)(F)F)c3)cc2)ccn1. Cell line: UWB1289. Synergy scores: synergy=9.00.